This data is from Forward reaction prediction with 1.9M reactions from USPTO patents (1976-2016). The task is: Predict the product of the given reaction. (1) Given the reactants Cl[C:2]1[N:7]=[C:6]([NH:8][C@H:9]([CH2:13][C:14]2[S:15][CH:16]=[CH:17][CH:18]=2)[C:10]([NH2:12])=[O:11])[CH:5]=[N:4][C:3]=1[C:19]#[N:20].[NH2:21][C:22]1[CH:23]=[C:24]2[C:29](=[CH:30][CH:31]=1)[N:28]=[CH:27][CH:26]=[CH:25]2.C([O-])([O-])=O.[K+].[K+].C1C=CC(P(C2C(C3C(P(C4C=CC=CC=4)C4C=CC=CC=4)=CC=C4C=3C=CC=C4)=C3C(C=CC=C3)=CC=2)C2C=CC=CC=2)=CC=1, predict the reaction product. The product is: [C:19]([C:3]1[N:4]=[CH:5][C:6]([NH:8][C@H:9]([CH2:13][C:14]2[S:15][CH:16]=[CH:17][CH:18]=2)[C:10]([NH2:12])=[O:11])=[N:7][C:2]=1[NH:21][C:22]1[CH:23]=[C:24]2[C:29](=[CH:30][CH:31]=1)[N:28]=[CH:27][CH:26]=[CH:25]2)#[N:20]. (2) Given the reactants [CH3:1][N:2]([CH3:9])[C@@H:3]1[CH2:7][NH:6][C@@H:5]([CH3:8])[CH2:4]1.[NH2:10][C:11]1[C:16]([N+:17]([O-])=O)=[CH:15][CH:14]=[C:13](F)[CH:12]=1.CCN(CC)CC, predict the reaction product. The product is: [CH3:1][N:2]([CH3:9])[CH:3]1[CH2:7][N:6]([C:14]2[CH:13]=[CH:12][C:11]([NH2:10])=[C:16]([NH2:17])[CH:15]=2)[CH:5]([CH3:8])[CH2:4]1. (3) Given the reactants O[Li].O.[Br:4][C:5]1[C:14]2[C:9](=[CH:10][CH:11]=[CH:12][CH:13]=2)[C:8]([CH2:15][N:16]2[C:22](=[O:23])[C@@H:21]([NH:24][C:25](=[O:37])[C@@H:26]([N:28]([C:30]([O:32][C:33]([CH3:36])([CH3:35])[CH3:34])=[O:31])[CH3:29])[CH3:27])[CH2:20][O:19][C:18]3[C:38]([C:42]([O:44]C)=[O:43])=[CH:39][CH:40]=[CH:41][C:17]2=3)=[CH:7][CH:6]=1, predict the reaction product. The product is: [Br:4][C:5]1[C:14]2[C:9](=[CH:10][CH:11]=[CH:12][CH:13]=2)[C:8]([CH2:15][N:16]2[C:22](=[O:23])[C@@H:21]([NH:24][C:25](=[O:37])[C@@H:26]([N:28]([C:30]([O:32][C:33]([CH3:36])([CH3:35])[CH3:34])=[O:31])[CH3:29])[CH3:27])[CH2:20][O:19][C:18]3[C:38]([C:42]([OH:44])=[O:43])=[CH:39][CH:40]=[CH:41][C:17]2=3)=[CH:7][CH:6]=1. (4) Given the reactants [CH2:1]([CH:8]1[CH2:13][C:12]2([C:21]3[C:16](=[CH:17][CH:18]=[C:19]([Cl:22])[CH:20]=3)[N:15]=[CH:14]2)[CH2:11][CH2:10][N:9]1[C:23]([O:25][C:26]([CH3:29])([CH3:28])[CH3:27])=[O:24])[C:2]1[CH:7]=[CH:6][CH:5]=[CH:4][CH:3]=1.C(O[BH-](OC(=O)C)OC(=O)C)(=O)C.[Na+].C(O)(=O)C, predict the reaction product. The product is: [CH2:1]([CH:8]1[CH2:13][C:12]2([C:21]3[C:16](=[CH:17][CH:18]=[C:19]([Cl:22])[CH:20]=3)[NH:15][CH2:14]2)[CH2:11][CH2:10][N:9]1[C:23]([O:25][C:26]([CH3:29])([CH3:28])[CH3:27])=[O:24])[C:2]1[CH:7]=[CH:6][CH:5]=[CH:4][CH:3]=1.